Dataset: Full USPTO retrosynthesis dataset with 1.9M reactions from patents (1976-2016). Task: Predict the reactants needed to synthesize the given product. (1) Given the product [CH3:1][O:2][C:3]1[CH:4]=[C:5]([CH:9]=[C:10]([N+:12]([O-:14])=[O:13])[CH:11]=1)[C:6]([O:8][CH3:15])=[O:7], predict the reactants needed to synthesize it. The reactants are: [CH3:1][O:2][C:3]1[CH:4]=[C:5]([CH:9]=[C:10]([N+:12]([O-:14])=[O:13])[CH:11]=1)[C:6]([OH:8])=[O:7].[C:15]([O-])([O-])=O.[K+].[K+].S(OC)(OC)(=O)=O. (2) Given the product [Br:7][CH2:6][CH2:5][CH2:4][CH2:3][CH2:2][O:28][C:21]1[C:22]([O:26][CH3:27])=[CH:23][CH:24]=[C:25]2[C:20]=1[O:19][C:18](=[O:29])[CH:17]=[C:16]2[NH:15][C:14]1[C:13]([Cl:30])=[CH:12][N:11]=[CH:10][C:9]=1[Cl:8], predict the reactants needed to synthesize it. The reactants are: Br[CH2:2][CH2:3][CH2:4][CH2:5][CH2:6][Br:7].[Cl:8][C:9]1[CH:10]=[N:11][CH:12]=[C:13]([Cl:30])[C:14]=1[NH:15][C:16]1[C:25]2[C:20](=[C:21]([OH:28])[C:22]([O:26][CH3:27])=[CH:23][CH:24]=2)[O:19][C:18](=[O:29])[CH:17]=1.